This data is from Catalyst prediction with 721,799 reactions and 888 catalyst types from USPTO. The task is: Predict which catalyst facilitates the given reaction. (1) Reactant: [C:1](=O)(OC(Cl)(Cl)Cl)[O:2]C(Cl)(Cl)Cl.[NH2:13][C:14]1[CH:22]=[C:21]([F:23])[CH:20]=[CH:19][C:15]=1[C:16]([OH:18])=[O:17].[OH-].[Na+].C1(C)C=CC=CC=1. Product: [F:23][C:21]1[CH:20]=[CH:19][C:15]2[C:16](=[O:18])[O:17][C:1](=[O:2])[NH:13][C:14]=2[CH:22]=1. The catalyst class is: 6. (2) Reactant: [Cl:1][C:2]1[C:3]([OH:26])=[C:4]([CH2:12][N:13]2[CH2:18][CH2:17][N:16]([C:19]([O:21][C:22]([CH3:25])([CH3:24])[CH3:23])=[O:20])[CH2:15][CH2:14]2)[C:5]2[O:9][CH2:8][C:7](=[O:10])[C:6]=2[CH:11]=1.[Cl:27][C:28]1[CH:29]=[C:30]2[C:34](=[CH:35][CH:36]=1)[NH:33][N:32]=[C:31]2[CH:37]=O.N1CCCCC1. Product: [Cl:1][C:2]1[C:3]([OH:26])=[C:4]([CH2:12][N:13]2[CH2:18][CH2:17][N:16]([C:19]([O:21][C:22]([CH3:23])([CH3:25])[CH3:24])=[O:20])[CH2:15][CH2:14]2)[C:5]2[O:9]/[C:8](=[CH:37]\[C:31]3[C:30]4[C:34](=[CH:35][CH:36]=[C:28]([Cl:27])[CH:29]=4)[NH:33][N:32]=3)/[C:7](=[O:10])[C:6]=2[CH:11]=1. The catalyst class is: 5. (3) Reactant: [CH2:1]([O:5][C:6]([N:8]1[CH2:13][CH2:12][N:11]([C:14](=[O:32])[C@@H:15]([NH:24]C(OC(C)(C)C)=O)[CH2:16][C:17]2[C:18]([OH:23])=[N:19][O:20][C:21]=2[CH3:22])[CH2:10][CH2:9]1)=[O:7])[CH2:2][CH2:3][CH3:4].C(O)(C(F)(F)F)=O. Product: [CH2:1]([O:5][C:6]([N:8]1[CH2:9][CH2:10][N:11]([C:14](=[O:32])[C@@H:15]([NH2:24])[CH2:16][C:17]2[C:18]([OH:23])=[N:19][O:20][C:21]=2[CH3:22])[CH2:12][CH2:13]1)=[O:7])[CH2:2][CH2:3][CH3:4]. The catalyst class is: 4. (4) Reactant: C[O:2][C:3]([C:5]1([CH3:24])[CH:9]([C:10]2[CH:15]=[CH:14][C:13]([Cl:16])=[CH:12][CH:11]=2)[CH2:8][N:7]([CH2:17][C:18]2[CH:23]=[CH:22][CH:21]=[CH:20][CH:19]=2)[CH2:6]1)=[O:4].O[Li].O. Product: [CH2:17]([N:7]1[CH2:8][CH:9]([C:10]2[CH:11]=[CH:12][C:13]([Cl:16])=[CH:14][CH:15]=2)[C:5]([CH3:24])([C:3]([OH:4])=[O:2])[CH2:6]1)[C:18]1[CH:19]=[CH:20][CH:21]=[CH:22][CH:23]=1. The catalyst class is: 278. (5) Reactant: C([O:3][C:4](=O)[CH2:5][CH2:6][C:7]1[CH:12]=[CH:11][C:10]([N:13]2[CH2:18][CH2:17][CH:16]([NH:19][C:20]([O:22][C:23]([CH3:26])([CH3:25])[CH3:24])=[O:21])[CH2:15][CH2:14]2)=[CH:9][CH:8]=1)C.[H-].C([Al+]CC(C)C)C(C)C.CCCCCC.[Cl-].[Na+].[BH4-].[Na+].[Cl-].[NH4+]. Product: [OH:3][CH2:4][CH2:5][CH2:6][C:7]1[CH:8]=[CH:9][C:10]([N:13]2[CH2:14][CH2:15][CH:16]([NH:19][C:20]([O:22][C:23]([CH3:26])([CH3:25])[CH3:24])=[O:21])[CH2:17][CH2:18]2)=[CH:11][CH:12]=1. The catalyst class is: 224.